From a dataset of Full USPTO retrosynthesis dataset with 1.9M reactions from patents (1976-2016). Predict the reactants needed to synthesize the given product. (1) Given the product [Br:1][C:2]1[CH:3]=[N:4][C:5]2[N:6]([N:8]=[C:9]([C:11]([N:23]3[CH2:24][CH2:25][C:19]4[CH:18]=[CH:17][C:16]([Cl:15])=[N:26][C:20]=4[CH2:21][CH2:22]3)=[O:13])[CH:10]=2)[CH:7]=1, predict the reactants needed to synthesize it. The reactants are: [Br:1][C:2]1[CH:3]=[N:4][C:5]2[N:6]([N:8]=[C:9]([C:11]([OH:13])=O)[CH:10]=2)[CH:7]=1.Cl.[Cl:15][C:16]1[CH:17]=[CH:18][C:19]2[CH2:25][CH2:24][NH:23][CH2:22][CH2:21][C:20]=2[N:26]=1.C(N(CC)CC)C.CN(C)C=O. (2) Given the product [F:3][C:4]1[C:16]2[CH2:15][C:14]3[C:9](=[CH:10][CH:11]=[CH:12][C:13]=3[F:17])[C:8]=2[CH:7]=[CH:6][C:5]=1[OH:1], predict the reactants needed to synthesize it. The reactants are: [OH:1]O.[F:3][C:4]1[C:16]2[CH2:15][C:14]3[C:9](=[CH:10][CH:11]=[CH:12][C:13]=3[F:17])[C:8]=2[CH:7]=[CH:6][C:5]=1B(O)O.O. (3) Given the product [F:19][C:20]1[CH:27]=[CH:26][C:23]([CH2:24][O:1][C:2]2[CH:3]=[CH:4][C:5]([CH2:8][C:9]([O:11][CH3:12])=[O:10])=[CH:6][CH:7]=2)=[CH:22][CH:21]=1, predict the reactants needed to synthesize it. The reactants are: [OH:1][C:2]1[CH:7]=[CH:6][C:5]([CH2:8][C:9]([O:11][CH3:12])=[O:10])=[CH:4][CH:3]=1.C(=O)([O-])[O-].[K+].[K+].[F:19][C:20]1[CH:27]=[CH:26][C:23]([CH2:24]Cl)=[CH:22][CH:21]=1.O. (4) Given the product [Cl:1][C:2]1[S:6][C:5]([S:7]([NH:10][C:11]2[CH:19]=[CH:18][C:14]([C:15]([O:17][CH:30]([CH3:31])[CH2:29][O:28][CH3:27])=[O:16])=[C:13]([OH:20])[CH:12]=2)(=[O:9])=[O:8])=[CH:4][C:3]=1[C:21]1[CH:22]=[CH:23][CH:24]=[CH:25][CH:26]=1, predict the reactants needed to synthesize it. The reactants are: [Cl:1][C:2]1[S:6][C:5]([S:7]([NH:10][C:11]2[CH:19]=[CH:18][C:14]([C:15]([OH:17])=[O:16])=[C:13]([OH:20])[CH:12]=2)(=[O:9])=[O:8])=[CH:4][C:3]=1[C:21]1[CH:26]=[CH:25][CH:24]=[CH:23][CH:22]=1.[CH3:27][O:28][CH2:29][CH:30](O)[CH3:31].